This data is from Forward reaction prediction with 1.9M reactions from USPTO patents (1976-2016). The task is: Predict the product of the given reaction. (1) Given the reactants Cl[CH2:2][CH2:3][O:4][C:5]1[CH:6]=[C:7]([C:11]2[CH:12]=[C:13]3[C:18](=[CH:19][CH:20]=2)[N:17]=[C:16]([C:21]2[CH:22]=[N:23][CH:24]=[CH:25][CH:26]=2)[N:15]=[C:14]3[NH:27][CH3:28])[CH:8]=[CH:9][CH:10]=1.[F:29][C:30]([F:34])([F:33])[CH2:31][NH2:32].[I-].[K+].CCN(C(C)C)C(C)C, predict the reaction product. The product is: [CH3:28][NH:27][C:14]1[C:13]2[C:18](=[CH:19][CH:20]=[C:11]([C:7]3[CH:8]=[CH:9][CH:10]=[C:5]([O:4][CH2:3][CH2:2][NH:32][CH2:31][C:30]([F:34])([F:33])[F:29])[CH:6]=3)[CH:12]=2)[N:17]=[C:16]([C:21]2[CH:22]=[N:23][CH:24]=[CH:25][CH:26]=2)[N:15]=1. (2) Given the reactants CO[C:3]1([C:8]2[CH:13]=[CH:12][C:11]([S:14]([CH3:17])(=[O:16])=[O:15])=[CH:10][CH:9]=2)[C:5]([CH3:7])([CH3:6])[O:4]1.[CH2:18]([NH:21][CH2:22][CH2:23][CH3:24])[CH2:19][CH3:20].CSC1C=CC(C(C2(N3CCCC3)CCCCC2)=O)=CC=1, predict the reaction product. The product is: [CH2:18]([N:21]([CH2:22][CH2:23][CH3:24])[C:5]([CH3:7])([CH3:6])[C:3]([C:8]1[CH:13]=[CH:12][C:11]([S:14]([CH3:17])(=[O:16])=[O:15])=[CH:10][CH:9]=1)=[O:4])[CH2:19][CH3:20]. (3) Given the reactants C([O:3][C:4](=[O:35])[C:5]1[CH:10]=[CH:9][C:8]([CH2:11][O:12][C:13]2[CH:18]=[CH:17][C:16]([CH:19]([CH3:33])[C:20]([OH:32])([C:25]3[CH:30]=[N:29][C:28]([CH3:31])=[CH:27][N:26]=3)[C:21]([F:24])([F:23])[F:22])=[C:15]([Cl:34])[CH:14]=2)=[CH:7][CH:6]=1)C.[Li+].[OH-].Cl, predict the reaction product. The product is: [Cl:34][C:15]1[CH:14]=[C:13]([CH:18]=[CH:17][C:16]=1[CH:19]([CH3:33])[C:20]([OH:32])([C:25]1[CH:30]=[N:29][C:28]([CH3:31])=[CH:27][N:26]=1)[C:21]([F:24])([F:22])[F:23])[O:12][CH2:11][C:8]1[CH:9]=[CH:10][C:5]([C:4]([OH:35])=[O:3])=[CH:6][CH:7]=1. (4) Given the reactants C([O:8][C:9]1[N:23]=[C:22]([CH3:24])[C:12]2[NH:13][C:14]3[C:19]([C:11]=2[CH:10]=1)=[CH:18][CH:17]=[C:16]([O:20][CH3:21])[CH:15]=3)C1C=CC=CC=1, predict the reaction product. The product is: [CH3:21][O:20][C:16]1[CH:15]=[C:14]2[C:19]([C:11]3[CH:10]=[C:9]([OH:8])[N:23]=[C:22]([CH3:24])[C:12]=3[NH:13]2)=[CH:18][CH:17]=1. (5) Given the reactants [C:1]([O:9][CH2:10][CH3:11])(=[O:8])[C:2]1[CH:7]=[CH:6][N:5]=[CH:4][CH:3]=1.[CH3:12]I, predict the reaction product. The product is: [CH3:12][N:5]1[CH2:6][CH:7]=[C:2]([C:1]([O:9][CH2:10][CH3:11])=[O:8])[CH2:3][CH2:4]1.